This data is from Catalyst prediction with 721,799 reactions and 888 catalyst types from USPTO. The task is: Predict which catalyst facilitates the given reaction. (1) Reactant: [CH3:1][C:2]1[NH:3][C:4](=[O:13])[CH:5]=[CH:6][C:7]=1[C:8]([O:10][CH2:11][CH3:12])=[O:9].C1C(=O)N([Cl:21])C(=O)C1. Product: [Cl:21][C:5]1[C:4](=[O:13])[NH:3][C:2]([CH3:1])=[C:7]([C:8]([O:10][CH2:11][CH3:12])=[O:9])[CH:6]=1. The catalyst class is: 85. (2) Reactant: [OH:1][CH:2]([CH2:19][NH:20][CH2:21][C:22]1[CH:27]=[CH:26][CH:25]=[C:24]([C:28]#[C:29][Si](C)(C)C)[CH:23]=1)[CH:3]([NH:11][C:12](=[O:18])[O:13][C:14]([CH3:17])([CH3:16])[CH3:15])[CH2:4][C:5]1[CH:10]=[CH:9][CH:8]=[CH:7][CH:6]=1.C([O-])([O-])=O.[K+].[K+]. Product: [C:28]([C:24]1[CH:23]=[C:22]([CH:27]=[CH:26][CH:25]=1)[CH2:21][NH:20][CH2:19][CH:2]([OH:1])[CH:3]([NH:11][C:12](=[O:18])[O:13][C:14]([CH3:17])([CH3:16])[CH3:15])[CH2:4][C:5]1[CH:6]=[CH:7][CH:8]=[CH:9][CH:10]=1)#[CH:29]. The catalyst class is: 36. (3) Reactant: Br[C:2]1[CH:3]=[C:4]([NH:8][CH2:9][C:10]2[CH:15]=[CH:14][C:13]([O:16][CH3:17])=[C:12]([O:18][CH:19]3[CH2:23][CH2:22][CH2:21][CH2:20]3)[CH:11]=2)[CH:5]=[N:6][CH:7]=1.CC1(C)C(C)(C)OB([C:32]2[CH:33]=[N:34][N:35]([CH2:37][C:38]([NH2:40])=[O:39])[CH:36]=2)O1.C(#N)C.C(=O)([O-])[O-].[Na+].[Na+]. Product: [CH:19]1([O:18][C:12]2[CH:11]=[C:10]([CH:15]=[CH:14][C:13]=2[O:16][CH3:17])[CH2:9][NH:8][C:4]2[CH:3]=[C:2]([C:32]3[CH:33]=[N:34][N:35]([CH2:37][C:38]([NH2:40])=[O:39])[CH:36]=3)[CH:7]=[N:6][CH:5]=2)[CH2:23][CH2:22][CH2:21][CH2:20]1. The catalyst class is: 189. (4) Reactant: [O:1]([CH2:19][CH2:20][C:21]1([CH2:27][CH2:28][NH2:29])[CH2:26][CH2:25][CH2:24][CH2:23][CH2:22]1)[Si:2]([C:15]([CH3:18])([CH3:17])[CH3:16])([C:9]1[CH:14]=[CH:13][CH:12]=[CH:11][CH:10]=1)[C:3]1[CH:8]=[CH:7][CH:6]=[CH:5][CH:4]=1.C(N(CC)CC)C.[CH3:37][S:38](Cl)(=[O:40])=[O:39].C(=O)(O)[O-].[Na+]. Product: [O:1]([CH2:19][CH2:20][C:21]1([CH2:27][CH2:28][NH:29][S:38]([CH3:37])(=[O:40])=[O:39])[CH2:22][CH2:23][CH2:24][CH2:25][CH2:26]1)[Si:2]([C:15]([CH3:17])([CH3:18])[CH3:16])([C:9]1[CH:10]=[CH:11][CH:12]=[CH:13][CH:14]=1)[C:3]1[CH:8]=[CH:7][CH:6]=[CH:5][CH:4]=1. The catalyst class is: 4.